From a dataset of Full USPTO retrosynthesis dataset with 1.9M reactions from patents (1976-2016). Predict the reactants needed to synthesize the given product. (1) The reactants are: [O:1]1[CH2:6][CH2:5][CH2:4][CH2:3][CH:2]1[O:7][CH2:8][C:9]1[CH:14]=[CH:13][C:12]([CH2:15][OH:16])=[CH:11][CH:10]=1.[C:17](OCC)(=[O:19])[CH3:18]. Given the product [C:17]([O:16][CH2:15][C:12]1[CH:11]=[CH:10][C:9]([CH2:8][O:7][CH:2]2[CH2:3][CH2:4][CH2:5][CH2:6][O:1]2)=[CH:14][CH:13]=1)(=[O:19])[CH3:18], predict the reactants needed to synthesize it. (2) Given the product [OH:32][C:5]1[CH:4]=[C:3]([O:2][CH3:1])[CH:8]=[CH:7][C:6]=1[C:9]([C:11]1[CH:16]=[CH:15][C:14]([O:17][CH2:18][C:19]2[N:20]=[C:21]([C:25]3[CH:26]=[CH:27][CH:28]=[CH:29][CH:30]=3)[O:22][C:23]=2[CH3:24])=[CH:13][C:12]=1[CH3:31])=[O:10], predict the reactants needed to synthesize it. The reactants are: [CH3:1][O:2][C:3]1[CH:8]=[CH:7][C:6]([C:9]([C:11]2[CH:16]=[CH:15][C:14]([O:17][CH2:18][C:19]3[N:20]=[C:21]([C:25]4[CH:30]=[CH:29][CH:28]=[CH:27][CH:26]=4)[O:22][C:23]=3[CH3:24])=[CH:13][C:12]=2[CH3:31])=[O:10])=[C:5]([O:32]COC)[CH:4]=1.Cl. (3) Given the product [C:14]([C:2]1[CH:7]=[CH:6][C:5]([CH2:8][C:9]([O:11][CH2:12][CH3:13])=[O:10])=[CH:4][CH:3]=1)#[N:15], predict the reactants needed to synthesize it. The reactants are: Br[C:2]1[CH:7]=[CH:6][C:5]([CH2:8][C:9]([O:11][CH2:12][CH3:13])=[O:10])=[CH:4][CH:3]=1.[CH3:14][N:15](C)C=O.